This data is from Reaction yield outcomes from USPTO patents with 853,638 reactions. The task is: Predict the reaction yield, written as a fraction of the theoretical maximum amount of product (1.0 means a 100% yield; for example, 0.34 means a 34% yield). The reactants are [NH2:1][CH2:2][CH2:3][CH2:4][CH2:5][CH2:6][CH2:7][N:8]1[C:16]2[N:11]3[C:12](=[N:17][C:18]([CH3:19])=[C:10]3[C:9]1=[O:20])[CH:13]=[CH:14][CH:15]=2.C(N(CC)CC)C.[F:28][C:29]([F:36])([F:35])[CH2:30][S:31](Cl)(=[O:33])=[O:32]. The catalyst is C(Cl)Cl. The product is [CH3:19][C:18]1[N:17]=[C:12]2[CH:13]=[CH:14][CH:15]=[C:16]3[N:11]2[C:10]=1[C:9](=[O:20])[N:8]3[CH2:7][CH2:6][CH2:5][CH2:4][CH2:3][CH2:2][NH:1][S:31]([CH2:30][C:29]([F:36])([F:35])[F:28])(=[O:33])=[O:32]. The yield is 0.772.